The task is: Predict the product of the given reaction.. This data is from Forward reaction prediction with 1.9M reactions from USPTO patents (1976-2016). (1) The product is: [C:5]([C:20]1([NH:7][C:8]2[CH:9]=[CH:10][C:11]([CH2:14][CH2:15][CH2:16][C:17]([OH:19])=[O:18])=[CH:12][CH:13]=2)[CH2:23][CH2:22][CH2:21]1)#[N:6]. Given the reactants C[Si]([C:5]#[N:6])(C)C.[NH2:7][C:8]1[CH:13]=[CH:12][C:11]([CH2:14][CH2:15][CH2:16][C:17]([OH:19])=[O:18])=[CH:10][CH:9]=1.[C:20]1(=O)[CH2:23][CH2:22][CH2:21]1.S([O-])([O-])(=O)=O.[Na+].[Na+], predict the reaction product. (2) The product is: [CH2:27]([O:34][CH2:35][CH:36]1[CH:40]([CH2:41][N:42]2[CH:46]=[C:45]([C:14]3[CH:13]=[C:12]([CH3:25])[CH:11]=[C:10]([NH:9][C:5]4[N:4]=[C:3]([CH:2]([F:1])[F:26])[CH:8]=[CH:7][N:6]=4)[CH:15]=3)[CH:44]=[N:43]2)[O:39][C:38](=[O:48])[NH:37]1)[C:28]1[CH:33]=[CH:32][CH:31]=[CH:30][CH:29]=1. Given the reactants [F:1][CH:2]([F:26])[C:3]1[CH:8]=[CH:7][N:6]=[C:5]([NH:9][C:10]2[CH:15]=[C:14](B3OC(C)(C)C(C)(C)O3)[CH:13]=[C:12]([CH3:25])[CH:11]=2)[N:4]=1.[CH2:27]([O:34][CH2:35][CH:36]1[CH:40]([CH2:41][N:42]2[CH:46]=[C:45](Br)[CH:44]=[N:43]2)[O:39][C:38](=[O:48])[NH:37]1)[C:28]1[CH:33]=[CH:32][CH:31]=[CH:30][CH:29]=1.[O-]P([O-])([O-])=O.[K+].[K+].[K+], predict the reaction product. (3) Given the reactants [CH3:1][N:2]([CH3:24])[C:3]1[C:12]2[C:7](=[CH:8][CH:9]=[CH:10][CH:11]=2)[C:6]([C:13]2[O:14][C:15](=[O:23])[C:16]3[N:22]=[CH:21][CH:20]=[CH:19][C:17]=3[N:18]=2)=[CH:5][CH:4]=1.[CH2:25]([NH2:28])[CH2:26][CH3:27], predict the reaction product. The product is: [CH3:24][N:2]([CH3:1])[C:3]1[C:12]2[C:7](=[CH:8][CH:9]=[CH:10][CH:11]=2)[C:6]([C:13]([NH:18][C:17]2[C:16]([C:15]([NH:28][CH2:25][CH2:26][CH3:27])=[O:23])=[N:22][CH:21]=[CH:20][CH:19]=2)=[O:14])=[CH:5][CH:4]=1. (4) The product is: [F:1][C:2]1[C:3]([C:21]2[CH:26]=[C:25]([F:27])[CH:24]=[CH:23][C:22]=2[O:28][CH3:29])=[C:4]2[CH:10]=[C:9]([C:11]3[CH2:16][CH2:15][N:14]([CH2:17][C:18]([N:70]4[CH2:75][CH2:74][CH:73]([OH:76])[CH2:72][CH2:71]4)=[O:19])[CH2:13][CH:12]=3)[NH:8][C:5]2=[N:6][CH:7]=1. Given the reactants [F:1][C:2]1[C:3]([C:21]2[CH:26]=[C:25]([F:27])[CH:24]=[CH:23][C:22]=2[O:28][CH3:29])=[C:4]2[CH:10]=[C:9]([C:11]3[CH2:16][CH2:15][N:14]([CH2:17][C:18](O)=[O:19])[CH2:13][CH:12]=3)[NH:8][C:5]2=[N:6][CH:7]=1.F[P-](F)(F)(F)(F)F.N1(O[P+](N2CCCC2)(N2CCCC2)N2CCCC2)C2C=CC=CC=2N=N1.C(N(CC)CC)C.[NH:70]1[CH2:75][CH2:74][CH:73]([OH:76])[CH2:72][CH2:71]1.Cl, predict the reaction product. (5) Given the reactants [Cl:1][O-].[Na+].[Br:4][C:5]1[CH:6]=[C:7]([OH:11])[CH:8]=[N:9][CH:10]=1.[OH-].[Na+].C(O)(=O)C, predict the reaction product. The product is: [Br:4][C:5]1[CH:6]=[C:7]([OH:11])[C:8]([Cl:1])=[N:9][CH:10]=1. (6) Given the reactants [C:1]([C:3]1[CH:21]=[CH:20][C:6]([C:7]([NH:9][C:10]2[CH:15]=[CH:14][CH:13]=[C:12]([S:16](=[O:19])(=[O:18])[NH2:17])[CH:11]=2)=[O:8])=[C:5](F)[CH:4]=1)#[N:2].[F:23][C:24]1[CH:29]=[CH:28][C:27]([OH:30])=[C:26]([O:31][CH3:32])[CH:25]=1.C([O-])([O-])=O.[Cs+].[Cs+], predict the reaction product. The product is: [C:1]([C:3]1[CH:21]=[CH:20][C:6]([C:7]([NH:9][C:10]2[CH:15]=[CH:14][CH:13]=[C:12]([S:16](=[O:19])(=[O:18])[NH2:17])[CH:11]=2)=[O:8])=[C:5]([O:30][C:27]2[CH:28]=[CH:29][C:24]([F:23])=[CH:25][C:26]=2[O:31][CH3:32])[CH:4]=1)#[N:2]. (7) Given the reactants [OH:1][C:2]1[C:7]([CH3:8])=[CH:6][C:5]([C:9]2[CH:14]=[CH:13][C:12]([C:15]([O:17][CH3:18])=[O:16])=[C:11]([CH:19]([CH3:21])[CH3:20])[CH:10]=2)=[CH:4][C:3]=1[CH3:22].C(=O)([O-])[O-].[K+].[K+].[CH2:29]([CH:31]1[O:33][CH2:32]1)Br, predict the reaction product. The product is: [CH:19]([C:11]1[CH:10]=[C:9]([C:5]2[CH:4]=[C:3]([CH3:22])[C:2]([O:1][CH2:29][CH:31]3[CH2:32][O:33]3)=[C:7]([CH3:8])[CH:6]=2)[CH:14]=[CH:13][C:12]=1[C:15]([O:17][CH3:18])=[O:16])([CH3:20])[CH3:21]. (8) Given the reactants [NH2:1][CH2:2][CH:3]([OH:14])[CH2:4][O:5][C:6]1[CH:11]=[CH:10][C:9]([F:12])=[C:8]([F:13])[CH:7]=1.Cl[C:16]([O:18][CH2:19][C:20]1[CH:25]=[CH:24][CH:23]=[CH:22][CH:21]=1)=[O:17].C(N(CC)C(C)C)(C)C.CN(C=O)C, predict the reaction product. The product is: [CH2:19]([O:18][C:16](=[O:17])[NH:1][CH2:2][CH:3]([OH:14])[CH2:4][O:5][C:6]1[CH:11]=[CH:10][C:9]([F:12])=[C:8]([F:13])[CH:7]=1)[C:20]1[CH:25]=[CH:24][CH:23]=[CH:22][CH:21]=1.